This data is from Forward reaction prediction with 1.9M reactions from USPTO patents (1976-2016). The task is: Predict the product of the given reaction. (1) Given the reactants Br[CH2:2][CH2:3][C:4]1[CH:13]=[CH:12][C:11]2[C:6](=[CH:7][CH:8]=[CH:9][CH:10]=2)[C:5]=1[S:14]([OH:17])(=[O:16])=[O:15].[OH-].[Na+:19], predict the reaction product. The product is: [CH:3]([C:4]1[CH:13]=[CH:12][C:11]2[C:6](=[CH:7][CH:8]=[CH:9][CH:10]=2)[C:5]=1[S:14]([O-:17])(=[O:15])=[O:16])=[CH2:2].[Na+:19]. (2) Given the reactants [NH:1]1[CH2:6][CH2:5][CH2:4][CH2:3][CH2:2]1.[CH:7]([C:9]1[CH:24]=[CH:23][C:12]([O:13][C:14]2[CH:22]=[CH:21][C:17]([C:18]([NH2:20])=[O:19])=[CH:16][N:15]=2)=[CH:11][CH:10]=1)=O.C(O[BH-](OC(=O)C)OC(=O)C)(=O)C.[Na+].C(O)(=O)C, predict the reaction product. The product is: [N:1]1([CH2:7][C:9]2[CH:24]=[CH:23][C:12]([O:13][C:14]3[CH:22]=[CH:21][C:17]([C:18]([NH2:20])=[O:19])=[CH:16][N:15]=3)=[CH:11][CH:10]=2)[CH2:6][CH2:5][CH2:4][CH2:3][CH2:2]1. (3) Given the reactants [Br:1][C:2]1[CH:3]=[CH:4][C:5]([CH2:10]Br)=[C:6]([CH:9]=1)[C:7]#[N:8].[NH:12]1[CH2:17][CH2:16][O:15][CH2:14][CH2:13]1.C([O-])([O-])=O.[K+].[K+], predict the reaction product. The product is: [Br:1][C:2]1[CH:3]=[CH:4][C:5]([CH2:10][N:12]2[CH2:17][CH2:16][O:15][CH2:14][CH2:13]2)=[C:6]([CH:9]=1)[C:7]#[N:8]. (4) The product is: [CH3:1][O:2][C:3]1[CH:8]=[CH:7][C:6]([C:9]2[C:10]([C:12]3[CH:17]=[CH:16][C:15]([O:18][CH3:19])=[CH:14][CH:13]=3)=[N:21][C:22]3[C:27](=[CH:26][CH:25]=[C:24]([S:29]([OH:32])(=[O:30])=[O:31])[CH:23]=3)[N:28]=2)=[CH:5][CH:4]=1. Given the reactants [CH3:1][O:2][C:3]1[CH:8]=[CH:7][C:6]([C:9](=O)[C:10]([C:12]2[CH:17]=[CH:16][C:15]([O:18][CH3:19])=[CH:14][CH:13]=2)=O)=[CH:5][CH:4]=1.[NH2:21][C:22]1[CH:23]=[C:24]([S:29]([OH:32])(=[O:31])=[O:30])[CH:25]=[CH:26][C:27]=1[NH2:28], predict the reaction product.